This data is from Peptide-MHC class I binding affinity with 185,985 pairs from IEDB/IMGT. The task is: Regression. Given a peptide amino acid sequence and an MHC pseudo amino acid sequence, predict their binding affinity value. This is MHC class I binding data. (1) The peptide sequence is LAPPQHLIRV. The MHC is HLA-A02:01 with pseudo-sequence HLA-A02:01. The binding affinity (normalized) is 0.267. (2) The peptide sequence is NNKSRLVAF. The MHC is HLA-B15:01 with pseudo-sequence HLA-B15:01. The binding affinity (normalized) is 0.0847.